From a dataset of NCI-60 drug combinations with 297,098 pairs across 59 cell lines. Regression. Given two drug SMILES strings and cell line genomic features, predict the synergy score measuring deviation from expected non-interaction effect. (1) Drug 1: CC1C(C(=O)NC(C(=O)N2CCCC2C(=O)N(CC(=O)N(C(C(=O)O1)C(C)C)C)C)C(C)C)NC(=O)C3=C4C(=C(C=C3)C)OC5=C(C(=O)C(=C(C5=N4)C(=O)NC6C(OC(=O)C(N(C(=O)CN(C(=O)C7CCCN7C(=O)C(NC6=O)C(C)C)C)C)C(C)C)C)N)C. Drug 2: CC1C(C(CC(O1)OC2CC(CC3=C2C(=C4C(=C3O)C(=O)C5=CC=CC=C5C4=O)O)(C(=O)C)O)N)O. Cell line: SK-MEL-2. Synergy scores: CSS=57.4, Synergy_ZIP=36.1, Synergy_Bliss=38.3, Synergy_Loewe=32.5, Synergy_HSA=34.1. (2) Drug 1: CC12CCC3C(C1CCC2=O)CC(=C)C4=CC(=O)C=CC34C. Drug 2: CC1CCCC2(C(O2)CC(NC(=O)CC(C(C(=O)C(C1O)C)(C)C)O)C(=CC3=CSC(=N3)C)C)C. Cell line: PC-3. Synergy scores: CSS=41.6, Synergy_ZIP=-0.691, Synergy_Bliss=-1.38, Synergy_Loewe=-0.894, Synergy_HSA=-1.38. (3) Drug 1: CC1=C2C(C(=O)C3(C(CC4C(C3C(C(C2(C)C)(CC1OC(=O)C(C(C5=CC=CC=C5)NC(=O)OC(C)(C)C)O)O)OC(=O)C6=CC=CC=C6)(CO4)OC(=O)C)OC)C)OC. Drug 2: CC1CCC2CC(C(=CC=CC=CC(CC(C(=O)C(C(C(=CC(C(=O)CC(OC(=O)C3CCCCN3C(=O)C(=O)C1(O2)O)C(C)CC4CCC(C(C4)OC)O)C)C)O)OC)C)C)C)OC. Cell line: SR. Synergy scores: CSS=94.5, Synergy_ZIP=8.36, Synergy_Bliss=7.59, Synergy_Loewe=6.55, Synergy_HSA=10.1. (4) Drug 1: CC(C)NC(=O)C1=CC=C(C=C1)CNNC.Cl. Drug 2: COCCOC1=C(C=C2C(=C1)C(=NC=N2)NC3=CC=CC(=C3)C#C)OCCOC.Cl. Cell line: HOP-92. Synergy scores: CSS=-2.08, Synergy_ZIP=0.941, Synergy_Bliss=-0.0246, Synergy_Loewe=-5.97, Synergy_HSA=-5.03. (5) Drug 1: COC1=C(C=C2C(=C1)N=CN=C2NC3=CC(=C(C=C3)F)Cl)OCCCN4CCOCC4. Drug 2: CC1C(C(CC(O1)OC2CC(CC3=C2C(=C4C(=C3O)C(=O)C5=CC=CC=C5C4=O)O)(C(=O)C)O)N)O. Cell line: K-562. Synergy scores: CSS=30.7, Synergy_ZIP=1.42, Synergy_Bliss=1.35, Synergy_Loewe=-22.8, Synergy_HSA=0.621. (6) Cell line: MCF7. Drug 2: CN(C(=O)NC(C=O)C(C(C(CO)O)O)O)N=O. Synergy scores: CSS=-0.809, Synergy_ZIP=-0.112, Synergy_Bliss=-1.90, Synergy_Loewe=-4.05, Synergy_HSA=-2.65. Drug 1: CCC1(CC2CC(C3=C(CCN(C2)C1)C4=CC=CC=C4N3)(C5=C(C=C6C(=C5)C78CCN9C7C(C=CC9)(C(C(C8N6C)(C(=O)OC)O)OC(=O)C)CC)OC)C(=O)OC)O.OS(=O)(=O)O.